This data is from Forward reaction prediction with 1.9M reactions from USPTO patents (1976-2016). The task is: Predict the product of the given reaction. (1) Given the reactants [C:1]([O:5][C:6]([N:8]1[CH2:13][CH2:12][N:11]([C:14]2[C:22]([Cl:23])=[CH:21][C:17]([C:18](O)=[O:19])=[CH:16][N:15]=2)[CH2:10][CH2:9]1)=[O:7])([CH3:4])([CH3:3])[CH3:2].CCN=C=NCCCN(C)C.C1C=CC2N(O)N=NC=2C=1.[NH2:45][CH2:46][CH:47]([OH:49])[CH3:48].CCN(C(C)C)C(C)C, predict the reaction product. The product is: [Cl:23][C:22]1[C:14]([N:11]2[CH2:12][CH2:13][N:8]([C:6]([O:5][C:1]([CH3:3])([CH3:4])[CH3:2])=[O:7])[CH2:9][CH2:10]2)=[N:15][CH:16]=[C:17]([C:18]([NH:45][CH2:46][CH:47]([OH:49])[CH3:48])=[O:19])[CH:21]=1. (2) Given the reactants [F:1][C:2]1[CH:31]=[CH:30][CH:29]=[C:28]([F:32])[C:3]=1[CH2:4][O:5][C:6]1[C:7]2[N:8]([C:12]([C:16]([NH:18][C@@H:19]([C:24]([O:26]C)=[O:25])[CH2:20][CH2:21][CH2:22][CH3:23])=[O:17])=[C:13]([CH3:15])[N:14]=2)[CH:9]=[CH:10][CH:11]=1.[OH-].[Li+].[ClH:35], predict the reaction product. The product is: [ClH:35].[F:1][C:2]1[CH:31]=[CH:30][CH:29]=[C:28]([F:32])[C:3]=1[CH2:4][O:5][C:6]1[C:7]2[N:8]([C:12]([C:16]([NH:18][C@H:19]([C:24]([OH:26])=[O:25])[CH2:20][CH2:21][CH2:22][CH3:23])=[O:17])=[C:13]([CH3:15])[N:14]=2)[CH:9]=[CH:10][CH:11]=1. (3) Given the reactants C([O:3][C:4](=[O:17])[C:5]1[CH:10]=[CH:9][CH:8]=[C:7]([O:11][CH2:12][CH2:13][CH2:14][O:15][CH3:16])[CH:6]=1)C.[OH-].[Na+], predict the reaction product. The product is: [CH3:16][O:15][CH2:14][CH2:13][CH2:12][O:11][C:7]1[CH:6]=[C:5]([CH:10]=[CH:9][CH:8]=1)[C:4]([OH:17])=[O:3]. (4) The product is: [CH3:40][Si:37]([CH3:39])([CH3:38])[CH2:36][CH2:35][O:34][CH2:33][N:7]([CH2:6][O:5][CH2:4][CH2:3][Si:2]([CH3:1])([CH3:41])[CH3:42])[C:8]1[N:13]2[N:14]=[CH:15][C:16]([I:50])=[C:12]2[N:11]=[C:10]([CH:17]2[CH2:18][CH:19]3[N:25]([C:26]([O:28][C:29]([CH3:32])([CH3:31])[CH3:30])=[O:27])[CH:23]([CH2:22][O:21][CH2:20]3)[CH2:24]2)[CH:9]=1. Given the reactants [CH3:1][Si:2]([CH3:42])([CH3:41])[CH2:3][CH2:4][O:5][CH2:6][N:7]([CH2:33][O:34][CH2:35][CH2:36][Si:37]([CH3:40])([CH3:39])[CH3:38])[C:8]1[N:13]2[N:14]=[CH:15][CH:16]=[C:12]2[N:11]=[C:10]([CH:17]2[CH2:24][CH:23]3[N:25]([C:26]([O:28][C:29]([CH3:32])([CH3:31])[CH3:30])=[O:27])[CH:19]([CH2:20][O:21][CH2:22]3)[CH2:18]2)[CH:9]=1.C1C(=O)N([I:50])C(=O)C1, predict the reaction product. (5) Given the reactants [NH2:1][C:2]1[N:10]=[C:9]2[C:5]([N:6]=[CH:7][N:8]2[CH:11]2[CH:15]([O:16]C(=O)C3C=CC=CC=3)[CH2:14][CH:13]([CH:25]=[CH:26][P:27]([OH:30])([OH:29])=[O:28])[O:12]2)=[C:4](Br)[N:3]=1.[CH3:32][NH2:33], predict the reaction product. The product is: [NH2:1][C:2]1[N:10]=[C:9]2[C:5]([N:6]=[CH:7][N:8]2[CH:11]2[O:12][CH:13]([CH:25]=[CH:26][P:27](=[O:28])([OH:30])[OH:29])[CH2:14][CH:15]2[OH:16])=[C:4]([NH:33][CH3:32])[N:3]=1. (6) Given the reactants [Cl:1][C:2]1[CH:3]=[C:4]([CH:7]=[C:8]([O:10][C:11]2[C:19]([Cl:20])=[CH:18][CH:17]=[C:16]3[C:12]=2[CH:13]=[N:14][NH:15]3)[CH:9]=1)[C:5]#[N:6].CC([O-])(C)C.[K+].C1COCC1.[Cl:32]N1C(=O)CCC1=O, predict the reaction product. The product is: [Cl:1][C:2]1[CH:3]=[C:4]([CH:7]=[C:8]([O:10][C:11]2[C:19]([Cl:20])=[CH:18][CH:17]=[C:16]3[C:12]=2[C:13]([Cl:32])=[N:14][NH:15]3)[CH:9]=1)[C:5]#[N:6].